Dataset: Reaction yield outcomes from USPTO patents with 853,638 reactions. Task: Predict the reaction yield, written as a fraction of the theoretical maximum amount of product (1.0 means a 100% yield; for example, 0.34 means a 34% yield). (1) The reactants are [CH3:1][C:2]1[N:7]=[CH:6][C:5]([CH2:8][OH:9])=[C:4]([CH:10]=O)[C:3]=1[OH:12].[NH2:13][CH2:14][CH2:15][CH2:16][CH2:17][CH2:18][C:19]([OH:21])=[O:20].[BH4-].[Na+]. The catalyst is CO. The product is [OH-:9].[NH4+:7].[OH:12][C:3]1[C:2]([CH3:1])=[N:7][CH:6]=[C:5]([CH2:8][OH:9])[C:4]=1[CH2:10][NH:13][CH2:14][CH2:15][CH2:16][CH2:17][CH2:18][C:19]([OH:21])=[O:20]. The yield is 0.300. (2) The reactants are [NH2:1][C:2]1[C:7]2[CH:8]=[CH:9][N:10]([C:11]([C:13]3[C:18]([Cl:19])=[CH:17][CH:16]=[CH:15][C:14]=3[Cl:20])=[O:12])[C:6]=2[CH:5]=[CH:4][N:3]=1.C(N(CC)CC)C.[C:28](Cl)(=[O:30])[CH3:29].C(OCC)(=O)C. The catalyst is O1CCCC1. The product is [Cl:20][C:14]1[CH:15]=[CH:16][CH:17]=[C:18]([Cl:19])[C:13]=1[C:11]([N:10]1[C:6]2[CH:5]=[CH:4][N:3]=[C:2]([NH:1][C:28](=[O:30])[CH3:29])[C:7]=2[CH:8]=[CH:9]1)=[O:12]. The yield is 0.810. (3) The reactants are [CH2:1](O)[CH2:2][CH2:3][CH3:4].N=C=N.[C:9]([C:17]1[CH:22]=[CH:21][CH:20]=[CH:19][C:18]=1[NH:23][C@@H:24]([CH2:28][C:29]1[CH:34]=[CH:33][C:32]([C:35]2[CH:40]=[CH:39][CH:38]=[C:37]([N:41]([CH3:52])[C:42]([NH:44][CH2:45][CH2:46][CH2:47][CH2:48][CH2:49][CH2:50][CH3:51])=[O:43])[CH:36]=2)=[CH:31][CH:30]=1)[C:25]([OH:27])=[O:26])(=[O:16])[C:10]1[CH:15]=[CH:14][CH:13]=[CH:12][CH:11]=1. The catalyst is CN(C1C=CN=CC=1)C.C(Cl)Cl. The product is [C:9]([C:17]1[CH:22]=[CH:21][CH:20]=[CH:19][C:18]=1[NH:23][C@@H:24]([CH2:28][C:29]1[CH:34]=[CH:33][C:32]([C:35]2[CH:40]=[CH:39][CH:38]=[C:37]([N:41]([CH3:52])[C:42]([NH:44][CH2:45][CH2:46][CH2:47][CH2:48][CH2:49][CH2:50][CH3:51])=[O:43])[CH:36]=2)=[CH:31][CH:30]=1)[C:25]([O:27][CH2:1][CH2:2][CH2:3][CH3:4])=[O:26])(=[O:16])[C:10]1[CH:15]=[CH:14][CH:13]=[CH:12][CH:11]=1. The yield is 0.200. (4) The reactants are [C:1]([O:8][CH3:9])(=[O:7])/[CH:2]=[CH:3]/[C:4]([OH:6])=[O:5].[C:10]([O:18][CH:19](Cl)[CH:20]([CH3:22])[CH3:21])(=[O:17])[C:11]1[CH:16]=[CH:15][CH:14]=[CH:13][CH:12]=1. No catalyst specified. The product is [C:1]([O:8][CH3:9])(=[O:7])/[CH:2]=[CH:3]/[C:4]([O:6][CH:19]([O:18][C:10]([C:11]1[CH:16]=[CH:15][CH:14]=[CH:13][CH:12]=1)=[O:17])[CH:20]([CH3:22])[CH3:21])=[O:5]. The yield is 0.150. (5) The reactants are C(OC([NH:8][CH:9]1[C:18]2[C:13](=[CH:14][CH:15]=[C:16]([NH:19][C:20]([C:22]3[C:31](=[O:32])[C:30]4[C:25](=[CH:26][CH:27]=[CH:28][CH:29]=4)[NH:24][CH:23]=3)=[O:21])[CH:17]=2)[CH2:12][CH2:11][CH2:10]1)=O)(C)(C)C.C(O)(C(F)(F)F)=O. The catalyst is ClCCl. The product is [NH2:8][CH:9]1[C:18]2[C:13](=[CH:14][CH:15]=[C:16]([NH:19][C:20]([C:22]3[C:31](=[O:32])[C:30]4[C:25](=[CH:26][CH:27]=[CH:28][CH:29]=4)[NH:24][CH:23]=3)=[O:21])[CH:17]=2)[CH2:12][CH2:11][CH2:10]1. The yield is 0.930. (6) The reactants are [CH2:1]([O:3][C:4]([C@H:6]1[CH2:11][CH2:10][C@H:9]([NH:12][NH:13]C(OC(C)(C)C)=O)[CH2:8][CH2:7]1)=[O:5])[CH3:2].O1CCOCC1.[ClH:27]. No catalyst specified. The product is [ClH:27].[CH2:1]([O:3][C:4]([C@H:6]1[CH2:11][CH2:10][C@H:9]([NH:12][NH2:13])[CH2:8][CH2:7]1)=[O:5])[CH3:2]. The yield is 1.00. (7) The reactants are Br[C:2]1[N:7]=[N:6][C:5]([NH2:8])=[N:4][C:3]=1[C:9]1[CH:14]=[CH:13][CH:12]=[CH:11][CH:10]=1.CC1(C)C(C)(C)OB([C:23]2[CH:24]=[C:25]([NH:29][S:30]([CH3:33])(=[O:32])=[O:31])[CH:26]=[CH:27][CH:28]=2)O1. No catalyst specified. The product is [NH2:8][C:5]1[N:6]=[N:7][C:2]([C:23]2[CH:24]=[C:25]([NH:29][S:30]([CH3:33])(=[O:31])=[O:32])[CH:26]=[CH:27][CH:28]=2)=[C:3]([C:9]2[CH:14]=[CH:13][CH:12]=[CH:11][CH:10]=2)[N:4]=1. The yield is 0.410. (8) The reactants are [CH:1]1([CH2:5][NH:6][C:7]([C:9]2[N:14]=[C:13]([O:15][CH2:16][C:17]([OH:19])=[O:18])[CH:12]=[CH:11][C:10]=2[NH:20][C:21]([C:23]2[C:32]3[C:27](=[CH:28][CH:29]=[CH:30][CH:31]=3)[C:26]([CH2:33][N:34]3[CH:38]=[CH:37][N:36]=[N:35]3)=[CH:25][CH:24]=2)=[O:22])=[O:8])[CH2:4][CH2:3][CH2:2]1.C(N(CC)CC)C.ClC(O[CH2:50][C:51]([CH3:54])([CH3:53])[CH3:52])=O. The catalyst is ClCCl.CN(C)C1C=CN=CC=1. The product is [CH3:50][C:51]([CH3:54])([CH3:53])[CH2:52][O:18][C:17](=[O:19])[CH2:16][O:15][C:13]1[CH:12]=[CH:11][C:10]([NH:20][C:21]([C:23]2[C:32]3[C:27](=[CH:28][CH:29]=[CH:30][CH:31]=3)[C:26]([CH2:33][N:34]3[CH:38]=[CH:37][N:36]=[N:35]3)=[CH:25][CH:24]=2)=[O:22])=[C:9]([C:7](=[O:8])[NH:6][CH2:5][CH:1]2[CH2:4][CH2:3][CH2:2]2)[N:14]=1. The yield is 0.920.